From a dataset of Full USPTO retrosynthesis dataset with 1.9M reactions from patents (1976-2016). Predict the reactants needed to synthesize the given product. (1) Given the product [Cl:1][C:2]1[C:7]([F:8])=[CH:6][CH:5]=[C:4]([Cl:9])[C:3]=1[C@H:10]([C:12]1[C:20]2[C:15](=[N:16][CH:17]=[C:18]([C:21]3[CH2:22][N:23]([C:32]([NH2:31])=[O:33])[CH2:24][CH2:25][CH:26]=3)[CH:19]=2)[NH:14][CH:13]=1)[CH3:11], predict the reactants needed to synthesize it. The reactants are: [Cl:1][C:2]1[C:7]([F:8])=[CH:6][CH:5]=[C:4]([Cl:9])[C:3]=1[C@H:10]([C:12]1[C:20]2[C:15](=[N:16][CH:17]=[C:18]([C:21]3[CH2:22][NH:23][CH2:24][CH2:25][CH:26]=3)[CH:19]=2)[NH:14][CH:13]=1)[CH3:11].[Si]([N:31]=[C:32]=[O:33])(C)(C)C.CO. (2) Given the product [NH2:1][C:2]1[C:10]2[C:5](=[CH:6][CH:7]=[C:8]([C:11]3[O:15][C:14]([C:16]([O:18][CH2:19][CH3:20])=[O:17])=[CH:13][CH:12]=3)[CH:9]=2)[NH:4][N:3]=1, predict the reactants needed to synthesize it. The reactants are: [NH2:1][C:2]1[C:10]2[C:5](=[CH:6][CH:7]=[C:8]([C:11]3[O:15][C:14]([C:16]([OH:18])=[O:17])=[CH:13][CH:12]=3)[CH:9]=2)[NH:4][N:3]=1.[C:19]1(C)C=CC(S(O)(=O)=O)=C[CH:20]=1. (3) Given the product [CH3:1][O:2][C:3]1[CH:4]=[C:5]([C:9]2[CH:10]=[C:11]([C:16]3[O:17][C:18]([CH:21]4[CH2:26][CH2:25][N:24]([CH3:29])[CH2:23][CH2:22]4)=[N:19][N:20]=3)[C:12]([NH2:15])=[N:13][CH:14]=2)[CH:6]=[CH:7][CH:8]=1, predict the reactants needed to synthesize it. The reactants are: [CH3:1][O:2][C:3]1[CH:4]=[C:5]([C:9]2[CH:10]=[C:11]([C:16]3[O:17][C:18]([CH:21]4[CH2:26][CH2:25][NH:24][CH2:23][CH2:22]4)=[N:19][N:20]=3)[C:12]([NH2:15])=[N:13][CH:14]=2)[CH:6]=[CH:7][CH:8]=1.[H-].[Na+].[CH3:29]I. (4) Given the product [Cl:1][C:2]1[CH:7]=[C:6]([O:8][CH3:9])[C:5]([O:10][CH2:11][C:12]2[C:17]([O:18][CH3:19])=[CH:16][CH:15]=[C:14]([F:20])[C:13]=2[F:21])=[CH:4][C:3]=1[N:22]1[C:30](=[O:31])[NH:29][C:28]2[C:23]1=[N:24][C:25]([CH2:34][N:37]([CH3:38])[CH3:36])=[N:26][C:27]=2[O:32][CH3:33], predict the reactants needed to synthesize it. The reactants are: [Cl:1][C:2]1[CH:7]=[C:6]([O:8][CH3:9])[C:5]([O:10][CH2:11][C:12]2[C:17]([O:18][CH3:19])=[CH:16][CH:15]=[C:14]([F:20])[C:13]=2[F:21])=[CH:4][C:3]=1[N:22]1[C:30](=[O:31])[NH:29][C:28]2[C:23]1=[N:24][C:25]([CH2:34]Cl)=[N:26][C:27]=2[O:32][CH3:33].[CH3:36][NH:37][CH3:38].[I-].[Na+].[Cl-].[NH4+]. (5) Given the product [Cl:6][C:7]1[CH:8]=[C:9]([C@H:13]2[O:17][C:16](=[O:18])[N:15]([CH2:19][CH2:20][C:21]3[CH:22]=[CH:23][C:24]([SH:27])=[CH:25][CH:26]=3)[CH2:14]2)[CH:10]=[CH:11][CH:12]=1, predict the reactants needed to synthesize it. The reactants are: Cl[Si](Cl)(C)C.[Cl:6][C:7]1[CH:8]=[C:9]([C@H:13]2[O:17][C:16](=[O:18])[N:15]([CH2:19][CH2:20][C:21]3[CH:26]=[CH:25][C:24]([S:27](Cl)(=O)=O)=[CH:23][CH:22]=3)[CH2:14]2)[CH:10]=[CH:11][CH:12]=1.CC(N(C)C)=O. (6) The reactants are: [CH3:1][O:2][C:3](=[O:15])[C:4](=O)[CH:5](Cl)[C:6]1[CH:11]=[CH:10][CH:9]=[CH:8][C:7]=1[F:12].[NH2:16][C:17]([NH2:19])=[S:18]. Given the product [CH3:1][O:2][C:3]([C:4]1[N:16]=[C:17]([NH2:19])[S:18][C:5]=1[C:6]1[CH:11]=[CH:10][CH:9]=[CH:8][C:7]=1[F:12])=[O:15], predict the reactants needed to synthesize it.